Dataset: Catalyst prediction with 721,799 reactions and 888 catalyst types from USPTO. Task: Predict which catalyst facilitates the given reaction. (1) Reactant: [C:1]([C:4]1[CH:9]=[CH:8][C:7]([S:10]([NH:13][CH2:14][C:15]([O:17][C@H:18]([C:29]2[CH:34]=[CH:33][C:32]([O:35][CH:36]([F:38])[F:37])=[C:31]([O:39][CH2:40][CH:41]3[CH2:43][CH2:42]3)[CH:30]=2)[CH2:19][C:20]2[C:25]([Cl:26])=[CH:24][N+:23]([O-:27])=[CH:22][C:21]=2[Cl:28])=[O:16])(=[O:12])=[O:11])=[CH:6][CH:5]=1)(O)=[O:2].[NH:44]1[CH2:49][CH2:48][O:47][CH2:46][CH2:45]1.C(Cl)CCl. Product: [Cl:28][C:21]1[CH:22]=[N+:23]([O-:27])[CH:24]=[C:25]([Cl:26])[C:20]=1[CH2:19][C@@H:18]([C:29]1[CH:34]=[CH:33][C:32]([O:35][CH:36]([F:38])[F:37])=[C:31]([O:39][CH2:40][CH:41]2[CH2:43][CH2:42]2)[CH:30]=1)[O:17][C:15](=[O:16])[CH2:14][NH:13][S:10]([C:7]1[CH:8]=[CH:9][C:4]([C:1]([N:44]2[CH2:49][CH2:48][O:47][CH2:46][CH2:45]2)=[O:2])=[CH:5][CH:6]=1)(=[O:11])=[O:12]. The catalyst class is: 792. (2) Reactant: [C:1]([C:3]1[CH:24]=[CH:23][C:6]([O:7][C:8]2[CH:9]=[C:10]([CH:15]=[C:16]([NH:18][CH2:19][CH:20]3[CH2:22][CH2:21]3)[CH:17]=2)[C:11]([O:13][CH3:14])=[O:12])=[CH:5][CH:4]=1)#[N:2].C(Cl)(Cl)Cl.N1C=CC=CC=1.[C:35](OC(=O)C)(=[O:37])[CH3:36]. Product: [C:35]([N:18]([CH2:19][CH:20]1[CH2:21][CH2:22]1)[C:16]1[CH:15]=[C:10]([CH:9]=[C:8]([O:7][C:6]2[CH:5]=[CH:4][C:3]([C:1]#[N:2])=[CH:24][CH:23]=2)[CH:17]=1)[C:11]([O:13][CH3:14])=[O:12])(=[O:37])[CH3:36]. The catalyst class is: 581.